Task: Regression. Given two drug SMILES strings and cell line genomic features, predict the synergy score measuring deviation from expected non-interaction effect.. Dataset: NCI-60 drug combinations with 297,098 pairs across 59 cell lines (1) Drug 1: C1CCC(C1)C(CC#N)N2C=C(C=N2)C3=C4C=CNC4=NC=N3. Drug 2: C1C(C(OC1N2C=NC(=NC2=O)N)CO)O. Cell line: NCI/ADR-RES. Synergy scores: CSS=9.27, Synergy_ZIP=-1.43, Synergy_Bliss=1.34, Synergy_Loewe=-4.56, Synergy_HSA=0.849. (2) Drug 1: CC=C1C(=O)NC(C(=O)OC2CC(=O)NC(C(=O)NC(CSSCCC=C2)C(=O)N1)C(C)C)C(C)C. Drug 2: CC1CCCC2(C(O2)CC(NC(=O)CC(C(C(=O)C(C1O)C)(C)C)O)C(=CC3=CSC(=N3)C)C)C. Cell line: DU-145. Synergy scores: CSS=76.4, Synergy_ZIP=7.22, Synergy_Bliss=6.34, Synergy_Loewe=7.12, Synergy_HSA=8.26. (3) Drug 1: C1=C(C(=O)NC(=O)N1)F. Drug 2: C1=NC2=C(N=C(N=C2N1C3C(C(C(O3)CO)O)F)Cl)N. Cell line: SF-539. Synergy scores: CSS=40.6, Synergy_ZIP=-14.5, Synergy_Bliss=-21.0, Synergy_Loewe=-16.4, Synergy_HSA=-15.6. (4) Drug 1: C1=CC(=CC=C1CCCC(=O)O)N(CCCl)CCCl. Drug 2: CC1C(C(CC(O1)OC2CC(CC3=C2C(=C4C(=C3O)C(=O)C5=C(C4=O)C(=CC=C5)OC)O)(C(=O)CO)O)N)O.Cl. Cell line: MDA-MB-435. Synergy scores: CSS=44.4, Synergy_ZIP=-1.78, Synergy_Bliss=-0.721, Synergy_Loewe=-35.1, Synergy_HSA=-0.101. (5) Drug 1: COC1=NC(=NC2=C1N=CN2C3C(C(C(O3)CO)O)O)N. Drug 2: N.N.Cl[Pt+2]Cl. Cell line: MCF7. Synergy scores: CSS=26.6, Synergy_ZIP=-5.32, Synergy_Bliss=0.310, Synergy_Loewe=-5.37, Synergy_HSA=2.70. (6) Drug 1: CN1CCC(CC1)COC2=C(C=C3C(=C2)N=CN=C3NC4=C(C=C(C=C4)Br)F)OC. Drug 2: C1C(C(OC1N2C=NC(=NC2=O)N)CO)O. Cell line: UO-31. Synergy scores: CSS=21.6, Synergy_ZIP=-8.10, Synergy_Bliss=-1.31, Synergy_Loewe=-1.35, Synergy_HSA=2.59. (7) Drug 1: CC(C1=C(C=CC(=C1Cl)F)Cl)OC2=C(N=CC(=C2)C3=CN(N=C3)C4CCNCC4)N. Drug 2: C1=CC(=CC=C1CCC2=CNC3=C2C(=O)NC(=N3)N)C(=O)NC(CCC(=O)O)C(=O)O. Cell line: NCIH23. Synergy scores: CSS=11.3, Synergy_ZIP=-2.67, Synergy_Bliss=4.73, Synergy_Loewe=-0.279, Synergy_HSA=4.94. (8) Drug 1: CC1C(C(CC(O1)OC2CC(OC(C2O)C)OC3=CC4=CC5=C(C(=O)C(C(C5)C(C(=O)C(C(C)O)O)OC)OC6CC(C(C(O6)C)O)OC7CC(C(C(O7)C)O)OC8CC(C(C(O8)C)O)(C)O)C(=C4C(=C3C)O)O)O)O. Drug 2: C1CN(CCN1C(=O)CCBr)C(=O)CCBr. Cell line: SF-295. Synergy scores: CSS=67.4, Synergy_ZIP=-5.81, Synergy_Bliss=-2.22, Synergy_Loewe=-2.10, Synergy_HSA=1.79. (9) Drug 1: CC1=CC2C(CCC3(C2CCC3(C(=O)C)OC(=O)C)C)C4(C1=CC(=O)CC4)C. Drug 2: C1=NNC2=C1C(=O)NC=N2. Cell line: HOP-62. Synergy scores: CSS=6.68, Synergy_ZIP=0.417, Synergy_Bliss=6.51, Synergy_Loewe=0.904, Synergy_HSA=0.951.